This data is from Forward reaction prediction with 1.9M reactions from USPTO patents (1976-2016). The task is: Predict the product of the given reaction. (1) Given the reactants [CH2:1]1[CH2:5]O[CH2:3][CH2:2]1.C([Li])([CH2:8][CH3:9])C.[B:11](OC)([O:14]C)[O:12]C.Cl, predict the reaction product. The product is: [C:1]1([B:11]([OH:14])[OH:12])[CH:5]=[CH:9][CH:8]=[CH:3][CH:2]=1. (2) Given the reactants [F:1][C:2]1[C:11]2[C:6](=[C:7]([N+:12]([O-])=O)[CH:8]=[CH:9][CH:10]=2)[CH:5]=[CH:4][CH:3]=1.[OH-].[Na+], predict the reaction product. The product is: [NH2:12][C:7]1[C:6]2[C:11](=[C:2]([F:1])[CH:3]=[CH:4][CH:5]=2)[CH:10]=[CH:9][CH:8]=1. (3) Given the reactants [C:1]([C:4]1[C:12]2[N:11]=[C:10]([C:13]3[CH:18]=[CH:17][C:16]([CH:19]4[CH2:23][CH2:22][CH2:21][N:20]4C(OC(C)(C)C)=O)=[CH:15][CH:14]=3)[NH:9][C:8]=2[CH:7]=[C:6]([Cl:31])[CH:5]=1)(=[O:3])[NH2:2].C(O)(C(F)(F)F)=O, predict the reaction product. The product is: [Cl:31][C:6]1[CH:5]=[C:4]([C:1]([NH2:2])=[O:3])[C:12]2[N:11]=[C:10]([C:13]3[CH:14]=[CH:15][C:16]([CH:19]4[CH2:23][CH2:22][CH2:21][NH:20]4)=[CH:17][CH:18]=3)[NH:9][C:8]=2[CH:7]=1. (4) Given the reactants [F:1][C:2]1[CH:7]=[C:6]([F:8])[CH:5]=[CH:4][C:3]=1[C:9]1[CH:14]=[CH:13][CH:12]=[C:11]([NH:15][C:16]([C:18]2[NH:19][C:20]3[C:25]([CH:26]=2)=[CH:24][CH:23]=[C:22]([N+:27]([O-:29])=[O:28])[CH:21]=3)=[O:17])[CH:10]=1.[C:30]([O-])([O-])=O.[K+].[K+].CI, predict the reaction product. The product is: [F:1][C:2]1[CH:7]=[C:6]([F:8])[CH:5]=[CH:4][C:3]=1[C:9]1[CH:14]=[CH:13][CH:12]=[C:11]([NH:15][C:16]([C:18]2[N:19]([CH3:30])[C:20]3[C:25]([CH:26]=2)=[CH:24][CH:23]=[C:22]([N+:27]([O-:29])=[O:28])[CH:21]=3)=[O:17])[CH:10]=1. (5) The product is: [CH2:18]([C:12]1[C:11]([SiH:26]([C:33]2[CH:34]=[CH:35][CH:36]=[CH:37][CH:38]=2)[C:27]2[CH:32]=[CH:31][CH:30]=[CH:29][CH:28]=2)([CH3:10])[C:15]([CH3:40])=[C:14]([CH3:16])[C:13]=1[CH3:17])[C:4]1[CH:9]=[CH:8][CH:7]=[CH:6][CH:5]=1. Given the reactants [H-].[Na+].N[C:4]1[CH:9]=[CH:8][CH:7]=[CH:6][CH:5]=1.[CH3:10][C:11]1[CH2:15][C:14]([CH3:16])=[C:13]([CH3:17])[C:12]=1[CH3:18].C([Si:26](Cl)([C:33]1[CH:38]=[CH:37][CH:36]=[CH:35][CH:34]=1)[C:27]1[CH:32]=[CH:31][CH:30]=[CH:29][CH:28]=1)C1C=CC=CC=1.[C:40](=O)([O-])O.[Na+].C(=O)([O-])[O-].[Na+].[Na+], predict the reaction product.